This data is from NCI-60 drug combinations with 297,098 pairs across 59 cell lines. The task is: Regression. Given two drug SMILES strings and cell line genomic features, predict the synergy score measuring deviation from expected non-interaction effect. (1) Drug 1: C1C(C(OC1N2C=NC3=C(N=C(N=C32)Cl)N)CO)O. Drug 2: C1CC(C1)(C(=O)O)C(=O)O.[NH2-].[NH2-].[Pt+2]. Cell line: SF-539. Synergy scores: CSS=9.04, Synergy_ZIP=-2.08, Synergy_Bliss=1.73, Synergy_Loewe=-5.51, Synergy_HSA=-1.18. (2) Drug 1: CC12CCC3C(C1CCC2=O)CC(=C)C4=CC(=O)C=CC34C. Synergy scores: CSS=45.6, Synergy_ZIP=-0.653, Synergy_Bliss=-2.45, Synergy_Loewe=-1.62, Synergy_HSA=-1.92. Drug 2: CC1=CC=C(C=C1)C2=CC(=NN2C3=CC=C(C=C3)S(=O)(=O)N)C(F)(F)F. Cell line: SNB-19. (3) Drug 1: CC1CCC2CC(C(=CC=CC=CC(CC(C(=O)C(C(C(=CC(C(=O)CC(OC(=O)C3CCCCN3C(=O)C(=O)C1(O2)O)C(C)CC4CCC(C(C4)OC)OCCO)C)C)O)OC)C)C)C)OC. Cell line: KM12. Drug 2: CNC(=O)C1=NC=CC(=C1)OC2=CC=C(C=C2)NC(=O)NC3=CC(=C(C=C3)Cl)C(F)(F)F. Synergy scores: CSS=-1.07, Synergy_ZIP=-5.75, Synergy_Bliss=-8.21, Synergy_Loewe=-25.2, Synergy_HSA=-9.34. (4) Drug 1: C1=C(C(=O)NC(=O)N1)F. Drug 2: CN(CC1=CN=C2C(=N1)C(=NC(=N2)N)N)C3=CC=C(C=C3)C(=O)NC(CCC(=O)O)C(=O)O. Cell line: SF-539. Synergy scores: CSS=42.1, Synergy_ZIP=-7.66, Synergy_Bliss=-6.83, Synergy_Loewe=-5.07, Synergy_HSA=-2.56. (5) Drug 1: CC1=CC=C(C=C1)C2=CC(=NN2C3=CC=C(C=C3)S(=O)(=O)N)C(F)(F)F. Drug 2: C1=CN(C=N1)CC(O)(P(=O)(O)O)P(=O)(O)O. Cell line: 786-0. Synergy scores: CSS=0.607, Synergy_ZIP=1.01, Synergy_Bliss=3.03, Synergy_Loewe=-0.344, Synergy_HSA=-0.289.